From a dataset of Peptide-MHC class I binding affinity with 185,985 pairs from IEDB/IMGT. Regression. Given a peptide amino acid sequence and an MHC pseudo amino acid sequence, predict their binding affinity value. This is MHC class I binding data. (1) The peptide sequence is FRNQVKIRR. The MHC is HLA-B35:01 with pseudo-sequence HLA-B35:01. The binding affinity (normalized) is 0.0847. (2) The peptide sequence is MHGHGKHIL. The MHC is HLA-B46:01 with pseudo-sequence HLA-B46:01. The binding affinity (normalized) is 0.0847. (3) The peptide sequence is DAMPGVLSY. The MHC is HLA-C12:03 with pseudo-sequence HLA-C12:03. The binding affinity (normalized) is 1.00. (4) The peptide sequence is VAVNKSNKPL. The MHC is HLA-A02:02 with pseudo-sequence HLA-A02:02. The binding affinity (normalized) is 0.268.